This data is from Full USPTO retrosynthesis dataset with 1.9M reactions from patents (1976-2016). The task is: Predict the reactants needed to synthesize the given product. (1) Given the product [C:13]([C:9]1[NH:10][N:11]=[N:12][C:8]=1[C:5]1[CH:6]=[CH:7][C:2]([NH:1][S:33]([CH3:36])(=[O:35])=[O:34])=[C:3](/[CH:15]=[CH:16]/[C:17]2[CH:22]=[CH:21][CH:20]=[C:19]([C:23]([F:26])([F:25])[F:24])[CH:18]=2)[CH:4]=1)#[N:14], predict the reactants needed to synthesize it. The reactants are: [NH2:1][C:2]1[CH:7]=[CH:6][C:5]([C:8]2[N:12]=[N:11][NH:10][C:9]=2[C:13]#[N:14])=[CH:4][C:3]=1/[CH:15]=[CH:16]/[C:17]1[CH:22]=[CH:21][CH:20]=[C:19]([C:23]([F:26])([F:25])[F:24])[CH:18]=1.N1C=CC=CC=1.[S:33](Cl)([CH3:36])(=[O:35])=[O:34].O. (2) Given the product [C:1]([O:5][C:6](=[O:26])[C:7]([S:10][C:11]1[S:12][CH:13]=[C:14]([CH2:16][CH2:17][N:18]([C:19]2[N:20]=[CH:21][C:22]([Br:25])=[CH:23][N:24]=2)[CH2:27][CH2:28][CH2:29][CH2:30][CH2:31][CH2:32][CH3:33])[N:15]=1)([CH3:9])[CH3:8])([CH3:2])([CH3:3])[CH3:4], predict the reactants needed to synthesize it. The reactants are: [C:1]([O:5][C:6](=[O:26])[C:7]([S:10][C:11]1[S:12][CH:13]=[C:14]([CH2:16][CH2:17][NH:18][C:19]2[N:24]=[CH:23][C:22]([Br:25])=[CH:21][N:20]=2)[N:15]=1)([CH3:9])[CH3:8])([CH3:4])([CH3:3])[CH3:2].[CH2:27](I)[CH2:28][CH2:29][CH2:30][CH2:31][CH2:32][CH3:33].CC(C)([O-])C.[K+].O. (3) Given the product [CH3:11][CH2:2][CH2:3][CH:4]([CH3:9])[CH3:5].[OH:12][C:13]1[CH:14]=[C:15]([S:19]([C:21]2[C:29]3[C:28](=[O:30])[N:27]([CH3:31])[C:26](=[O:32])[N:25]([CH2:33][CH:34]([CH3:35])[CH3:36])[C:24]=3[S:23][C:22]=2[CH2:37][C:38]2[C:47]3[C:42](=[CH:43][CH:44]=[CH:45][CH:46]=3)[CH:41]=[CH:40][CH:39]=2)(=[O:6])=[O:20])[CH:16]=[CH:17][CH:18]=1, predict the reactants needed to synthesize it. The reactants are: Cl[C:2]1[CH:3]=[C:4]([CH:9]=C[CH:11]=1)[C:5](OO)=[O:6].[OH:12][C:13]1[CH:14]=[C:15]([S:19]([C:21]2[C:29]3[C:28](=[O:30])[N:27]([CH3:31])[C:26](=[O:32])[N:25]([CH2:33][CH:34]([CH3:36])[CH3:35])[C:24]=3[S:23][C:22]=2[CH2:37][C:38]2[C:47]3[C:42](=[CH:43][CH:44]=[CH:45][CH:46]=3)[CH:41]=[CH:40][CH:39]=2)=[O:20])[CH:16]=[CH:17][CH:18]=1.C(OCC)(=O)C.